Dataset: Forward reaction prediction with 1.9M reactions from USPTO patents (1976-2016). Task: Predict the product of the given reaction. (1) Given the reactants [CH3:1][C:2]1[C:7]([CH:8]=O)=[CH:6][CH:5]=[CH:4][CH:3]=1.[CH3:10][C:11]1[CH:12]=[CH:13][C:14]([S:17]([NH2:20])(=[O:19])=[O:18])=[CH:15][CH:16]=1, predict the reaction product. The product is: [CH3:10][C:11]1[CH:12]=[CH:13][C:14]([S:17]([N:20]=[CH:8][C:7]2[CH:6]=[CH:5][CH:4]=[CH:3][C:2]=2[CH3:1])(=[O:19])=[O:18])=[CH:15][CH:16]=1. (2) Given the reactants [Cl:1][C:2]1[CH:7]=[C:6]2[NH:8][C:9](=[O:32])[C:10]3([CH:15]([C:16]4[CH:21]=[CH:20][CH:19]=[C:18]([Cl:22])[CH:17]=4)[CH2:14][C:13](=[O:23])[NH:12][CH:11]3[C:24]3[CH:29]=[C:28](I)[CH:27]=[CH:26][C:25]=3[CH3:31])[C:5]2=[CH:4][CH:3]=1.C[Si]([C:37]#[CH:38])(C)C.C(N(CC)CC)C.[OH-].[Na+], predict the reaction product. The product is: [Cl:1][C:2]1[CH:7]=[C:6]2[NH:8][C:9](=[O:32])[C:10]3([CH:15]([C:16]4[CH:21]=[CH:20][CH:19]=[C:18]([Cl:22])[CH:17]=4)[CH2:14][C:13](=[O:23])[NH:12][CH:11]3[C:24]3[CH:29]=[C:28]([C:37]#[CH:38])[CH:27]=[CH:26][C:25]=3[CH3:31])[C:5]2=[CH:4][CH:3]=1. (3) The product is: [CH3:22][O:23][CH2:24][O:1][CH2:2][C@H:3]([NH:8][C:9](=[O:18])[C:10]1[CH:15]=[CH:14][C:13]([CH3:16])=[C:12]([CH3:17])[CH:11]=1)[CH2:4][CH:5]([CH3:7])[CH3:6]. Given the reactants [OH:1][CH2:2][C@H:3]([NH:8][C:9](=[O:18])[C:10]1[CH:15]=[CH:14][C:13]([CH3:16])=[C:12]([CH3:17])[CH:11]=1)[CH2:4][CH:5]([CH3:7])[CH3:6].[OH-].[Na+].Cl[CH2:22][O:23][CH3:24], predict the reaction product. (4) Given the reactants [Br:1]Br.[Br:3][C:4]1[CH:9]=[CH:8][C:7]([C:10](=[O:12])[CH3:11])=[C:6]([F:13])[CH:5]=1.C(OCC)(=O)C.CCCCCC, predict the reaction product. The product is: [Br:1][CH2:11][C:10]([C:7]1[CH:8]=[CH:9][C:4]([Br:3])=[CH:5][C:6]=1[F:13])=[O:12]. (5) Given the reactants [N+:1]([C:4]1[CH:11]=[CH:10][C:7]([CH:8]=O)=[CH:6][CH:5]=1)([O-:3])=[O:2].[C:12]([O-:16])(=[O:15])[CH2:13][CH3:14].[Na+].C(OC(=O)CC)(=O)CC, predict the reaction product. The product is: [CH3:14][C:13](=[CH:8][C:7]1[CH:10]=[CH:11][C:4]([N+:1]([O-:3])=[O:2])=[CH:5][CH:6]=1)[C:12]([OH:16])=[O:15].